From a dataset of Peptide-MHC class I binding affinity with 185,985 pairs from IEDB/IMGT. Regression. Given a peptide amino acid sequence and an MHC pseudo amino acid sequence, predict their binding affinity value. This is MHC class I binding data. (1) The peptide sequence is YAAQGYKVL. The MHC is HLA-B54:01 with pseudo-sequence HLA-B54:01. The binding affinity (normalized) is 0.0933. (2) The peptide sequence is QPQEQVPLV. The MHC is HLA-B51:01 with pseudo-sequence HLA-B51:01. The binding affinity (normalized) is 0.216. (3) The peptide sequence is STTGEWPLI. The MHC is HLA-A02:03 with pseudo-sequence HLA-A02:03. The binding affinity (normalized) is 0.0109. (4) The peptide sequence is RPMREVRFL. The MHC is HLA-A01:01 with pseudo-sequence HLA-A01:01. The binding affinity (normalized) is 0. (5) The peptide sequence is NTAIFDMLY. The MHC is HLA-A31:01 with pseudo-sequence HLA-A31:01. The binding affinity (normalized) is 0.0847. (6) The peptide sequence is AMWDWSKSV. The binding affinity (normalized) is 1.00. The MHC is HLA-A02:03 with pseudo-sequence HLA-A02:03. (7) The peptide sequence is VVYKEAKIK. The MHC is HLA-A69:01 with pseudo-sequence HLA-A69:01. The binding affinity (normalized) is 0.0847. (8) The peptide sequence is FRKANPDVTLV. The MHC is Mamu-B03 with pseudo-sequence Mamu-B03. The binding affinity (normalized) is 0.219. (9) The peptide sequence is YPSLMSRVV. The MHC is HLA-A02:12 with pseudo-sequence HLA-A02:12. The binding affinity (normalized) is 0.0847. (10) The binding affinity (normalized) is 0.216. The peptide sequence is KLHEEEIQEL. The MHC is HLA-A02:06 with pseudo-sequence HLA-A02:06.